This data is from Reaction yield outcomes from USPTO patents with 853,638 reactions. The task is: Predict the reaction yield, written as a fraction of the theoretical maximum amount of product (1.0 means a 100% yield; for example, 0.34 means a 34% yield). (1) The reactants are [BrH:1].[CH3:2][C:3]1([CH3:9])[CH2:7][CH2:6][O:5][C:4]1=O.[C:10](Cl)(=[O:14])[C:11](Cl)=O. The catalyst is CN(C=O)C. The product is [Br:1][CH2:6][CH2:7][C:3]([CH3:9])([CH3:2])[C:4]([O:14][CH2:10][CH3:11])=[O:5]. The yield is 0.490. (2) The reactants are [C:1]([C:4]1[C:5]([CH:16]2[CH2:19][CH2:18][CH2:17]2)=[CH:6][C:7]([CH2:14][CH3:15])=[C:8]([CH:13]=1)[C:9]([O:11][CH3:12])=[O:10])(=[S:3])[NH2:2].I[CH3:21]. The catalyst is O1CCCC1. The product is [CH:16]1([C:5]2[C:4]([C:1](=[NH:2])[S:3][CH3:21])=[CH:13][C:8]([C:9]([O:11][CH3:12])=[O:10])=[C:7]([CH2:14][CH3:15])[CH:6]=2)[CH2:17][CH2:18][CH2:19]1. The yield is 0.970. (3) The reactants are C1(O[C:8](=[O:24])[NH:9][C:10]2[S:14][N:13]=[C:12]([S:15][CH2:16][CH2:17][CH2:18][CH2:19][CH3:20])[C:11]=2[C:21](=[O:23])[NH2:22])C=CC=CC=1.[NH2:25][CH2:26][CH2:27][CH2:28][N:29]1[CH2:33][CH2:32][CH2:31][CH2:30]1.[OH-].[Na+]. The catalyst is O1CCCC1. The product is [CH2:16]([S:15][C:12]1[C:11]([C:21]([NH2:22])=[O:23])=[C:10]([NH:9][C:8]([NH:25][CH2:26][CH2:27][CH2:28][N:29]2[CH2:33][CH2:32][CH2:31][CH2:30]2)=[O:24])[S:14][N:13]=1)[CH2:17][CH2:18][CH2:19][CH3:20]. The yield is 0.780. (4) The reactants are [NH2:1][CH:2]([C:6]1[CH:11]=[CH:10][C:9]([O:12][C:13]([F:16])([F:15])[F:14])=[CH:8][CH:7]=1)[C:3]([NH2:5])=[O:4].[C:17]1(=O)[CH2:22][CH2:21][CH2:20][CH2:19][CH2:18]1. The catalyst is CO. The product is [F:16][C:13]([F:14])([F:15])[O:12][C:9]1[CH:8]=[CH:7][C:6]([CH:2]2[NH:1][C:17]3([CH2:22][CH2:21][CH2:20][CH2:19][CH2:18]3)[NH:5][C:3]2=[O:4])=[CH:11][CH:10]=1. The yield is 0.500. (5) The reactants are [NH2:1][C:2]1[C:7]([S:8](Cl)(=[O:10])=[O:9])=[CH:6][C:5]([Br:12])=[CH:4][N:3]=1.[NH3:13]. The catalyst is O1CCOCC1. The product is [NH2:1][C:2]1[C:7]([S:8]([NH2:13])(=[O:10])=[O:9])=[CH:6][C:5]([Br:12])=[CH:4][N:3]=1. The yield is 0.890. (6) The reactants are [NH2:1][C:2]1[CH:7]=[CH:6][C:5]([NH:8][C:9]2[CH:18]=[CH:17][N:16]=[C:15]3[C:10]=2[C:11]2[CH:23]=[CH:22][CH:21]=[CH:20][C:12]=2[C:13](=[O:19])[NH:14]3)=[CH:4][CH:3]=1.CCN(C(C)C)C(C)C.[C:33]1([S:39](Cl)(=[O:41])=[O:40])[CH:38]=[CH:37][CH:36]=[CH:35][CH:34]=1. The catalyst is COCCOC. The product is [O:19]=[C:13]1[C:12]2[CH:20]=[CH:21][CH:22]=[CH:23][C:11]=2[C:10]2[C:15](=[N:16][CH:17]=[CH:18][C:9]=2[NH:8][C:5]2[CH:4]=[CH:3][C:2]([NH:1][S:39]([C:33]3[CH:38]=[CH:37][CH:36]=[CH:35][CH:34]=3)(=[O:41])=[O:40])=[CH:7][CH:6]=2)[NH:14]1. The yield is 0.340. (7) The reactants are CCN(C(C)C)C(C)C.[CH2:10]([O:17][N:18]1[C:24](=[O:25])[N:23]2[CH2:26][C@H:19]1[CH2:20][CH2:21][C@H:22]2[C:27]([NH:29][NH2:30])=[O:28])[C:11]1[CH:16]=[CH:15][CH:14]=[CH:13][CH:12]=1.[C:31]([O:35][C:36]([NH:38][CH2:39][CH2:40][C:41](O)=[O:42])=[O:37])([CH3:34])([CH3:33])[CH3:32].CN(C(ON1N=NC2C=CC=NC1=2)=[N+](C)C)C.F[P-](F)(F)(F)(F)F. The catalyst is CN(C=O)C. The product is [CH2:10]([O:17][N:18]1[C:24](=[O:25])[N:23]2[CH2:26][C@H:19]1[CH2:20][CH2:21][C@H:22]2[C:27]([NH:29][NH:30][C:41](=[O:42])[CH2:40][CH2:39][NH:38][C:36](=[O:37])[O:35][C:31]([CH3:32])([CH3:33])[CH3:34])=[O:28])[C:11]1[CH:16]=[CH:15][CH:14]=[CH:13][CH:12]=1. The yield is 0.870. (8) The product is [C:21]1([CH3:31])[CH:26]=[CH:25][C:24]([S:27]([O:13][CH2:12][CH2:11][O:10][C:9]2[CH:8]=[CH:7][C:4]([C:5]#[N:6])=[CH:3][C:2]=2[F:1])(=[O:29])=[O:28])=[CH:23][CH:22]=1. The reactants are [F:1][C:2]1[CH:3]=[C:4]([CH:7]=[CH:8][C:9]=1[O:10][CH2:11][CH2:12][OH:13])[C:5]#[N:6].C(N(CC)CC)C.[C:21]1([CH3:31])[CH:26]=[CH:25][C:24]([S:27](Cl)(=[O:29])=[O:28])=[CH:23][CH:22]=1.O. The yield is 0.998. The catalyst is ClCCl. (9) The reactants are Cl[C:2]1[CH:3]=[C:4]([N:23]([CH2:30][CH3:31])[CH:24]2[CH2:29][CH2:28][O:27][CH2:26][CH2:25]2)[C:5]([CH2:21][CH3:22])=[C:6]([CH:20]=1)[C:7]([NH:9][CH2:10][C:11]1[C:12](=[O:19])[NH:13][C:14]([CH3:18])=[CH:15][C:16]=1[CH3:17])=[O:8].C1(P(C2CCCCC2)C2C=CC=CC=2C2C(N(C)C)=CC=CC=2)CCCCC1.[F-].[Cs+].CC1(C)C(C)(C)OB([C:70]2[CH:82]=[CH:81][C:73]([CH2:74][N:75]3[CH2:80][CH2:79][O:78][CH2:77][CH2:76]3)=[CH:72][CH:71]=2)O1. The catalyst is C([O-])(=O)C.C([O-])(=O)C.[Pd+2].CO.COCCOCCOC. The product is [CH3:17][C:16]1[CH:15]=[C:14]([CH3:18])[NH:13][C:12](=[O:19])[C:11]=1[CH2:10][NH:9][C:7]([C:6]1[CH:20]=[C:2]([C:70]2[CH:71]=[CH:72][C:73]([CH2:74][N:75]3[CH2:80][CH2:79][O:78][CH2:77][CH2:76]3)=[CH:81][CH:82]=2)[CH:3]=[C:4]([N:23]([CH2:30][CH3:31])[CH:24]2[CH2:29][CH2:28][O:27][CH2:26][CH2:25]2)[C:5]=1[CH2:21][CH3:22])=[O:8]. The yield is 0.210.